This data is from Full USPTO retrosynthesis dataset with 1.9M reactions from patents (1976-2016). The task is: Predict the reactants needed to synthesize the given product. (1) Given the product [CH3:18][O:19][C:20]1[CH:21]=[CH:22][C:23]([CH3:27])=[C:24]([CH:26]=1)[NH:25][C:2]1[CH:7]=[C:6]([C:8]([F:11])([F:10])[F:9])[N:5]=[C:4]([C:12]2[CH:17]=[N:16][CH:15]=[CH:14][N:13]=2)[N:3]=1, predict the reactants needed to synthesize it. The reactants are: Cl[C:2]1[CH:7]=[C:6]([C:8]([F:11])([F:10])[F:9])[N:5]=[C:4]([C:12]2[CH:17]=[N:16][CH:15]=[CH:14][N:13]=2)[N:3]=1.[CH3:18][O:19][C:20]1[CH:21]=[CH:22][C:23]([CH3:27])=[C:24]([CH:26]=1)[NH2:25]. (2) The reactants are: [Cl-].[Li+].[C:3]([O:7][C:8](=[O:19])[NH:9][CH2:10][C:11]1[CH:16]=[CH:15][C:14]([NH2:17])=[C:13](I)[CH:12]=1)([CH3:6])([CH3:5])[CH3:4].[CH2:20](C([Sn])=C(CCCC)CCCC)[CH2:21]CC. Given the product [C:3]([O:7][C:8](=[O:19])[NH:9][CH2:10][C:11]1[CH:16]=[CH:15][C:14]([NH2:17])=[C:13]([CH:20]=[CH2:21])[CH:12]=1)([CH3:6])([CH3:5])[CH3:4], predict the reactants needed to synthesize it. (3) Given the product [CH3:52][C:26]1[C:25]([C:24]2[C:2]([CH3:1])=[CH:3][C:4]3[C:9]([CH:10]([CH3:11])[CH3:12])=[C:8]([OH:13])[C:7]([OH:17])=[CH:6][C:5]=3[C:23]=2[OH:53])=[C:30]([OH:31])[C:29]2=[CH:35][C:36]([OH:46])=[C:37]([OH:42])[C:38]([CH:39]([CH3:40])[CH3:41])=[C:28]2[CH:27]=1, predict the reactants needed to synthesize it. The reactants are: [CH3:1][C:2]1[C:24]([C:25]2[C:26]([CH3:52])=[CH:27][C:28]3[C:38]([CH:39]([CH3:41])[CH3:40])=[C:37]([O:42]C(C)=O)[C:36]([O:46]C(C)=O)=[C:35](C=O)[C:29]=3[C:30]=2[O:31]C(C)=O)=[C:23]([O:53]C(C)=O)[C:5]2=[C:6](C=O)[C:7]([O:17]C(C)=O)=[C:8]([O:13]C(C)=O)[C:9]([CH:10]([CH3:12])[CH3:11])=[C:4]2[CH:3]=1.OS(O)(=O)=O. (4) The reactants are: [Br:1][C:2]1[CH:3]=[C:4]2[C:9](=[CH:10][CH:11]=1)[CH:8]=[C:7](O)[CH:6]=[CH:5]2.[NH2:13][C:14]1[CH:19]=[CH:18][CH:17]=[CH:16][CH:15]=1. Given the product [NH:13]([C:7]1[CH:6]=[CH:5][C:4]2[C:9](=[CH:10][CH:11]=[C:2]([Br:1])[CH:3]=2)[CH:8]=1)[C:14]1[CH:19]=[CH:18][CH:17]=[CH:16][CH:15]=1, predict the reactants needed to synthesize it.